This data is from Catalyst prediction with 721,799 reactions and 888 catalyst types from USPTO. The task is: Predict which catalyst facilitates the given reaction. (1) Reactant: [CH2:1]([OH:3])[CH3:2].[Na].Br[C:6]1[N:13]=[C:12]([NH2:14])[CH:11]=[C:10]([NH2:15])[C:7]=1[C:8]#[N:9]. Product: [NH2:15][C:10]1[C:7]([C:8]#[N:9])=[C:6]([O:3][CH2:1][CH3:2])[N:13]=[C:12]([NH2:14])[CH:11]=1. The catalyst class is: 6. (2) Reactant: F[C:2]1[CH:9]=[CH:8][C:5]([CH:6]=[O:7])=[CH:4][C:3]=1[N+:10]([O-:12])=[O:11].C(=O)([O-])[O-].[Cs+].[Cs+].[CH2:19]([NH:23][CH2:24][CH:25]([CH3:27])[CH3:26])[CH:20]([CH3:22])[CH3:21]. Product: [CH2:19]([N:23]([CH2:24][CH:25]([CH3:27])[CH3:26])[C:2]1[CH:9]=[CH:8][C:5]([CH:6]=[O:7])=[CH:4][C:3]=1[N+:10]([O-:12])=[O:11])[CH:20]([CH3:22])[CH3:21]. The catalyst class is: 303.